From a dataset of Full USPTO retrosynthesis dataset with 1.9M reactions from patents (1976-2016). Predict the reactants needed to synthesize the given product. (1) Given the product [Cl:1][C:2]1[N:7]=[C:6]([C:10]#[C:9][C:11]2[CH:16]=[CH:15][C:14]([F:17])=[CH:13][CH:12]=2)[CH:5]=[CH:4][N:3]=1, predict the reactants needed to synthesize it. The reactants are: [Cl:1][C:2]1[N:7]=[C:6](Cl)[CH:5]=[CH:4][N:3]=1.[C:9]([C:11]1[CH:16]=[CH:15][C:14]([F:17])=[CH:13][CH:12]=1)#[CH:10]. (2) Given the product [CH3:1][O:2][C:3](=[O:24])[CH2:4][CH2:5][CH2:6][CH2:7][CH2:8][O:9][C:10]1[CH:15]=[CH:14][C:13]2[NH:16][C:26](=[O:27])[N:17]([C:18]3[CH:19]=[CH:20][CH:21]=[CH:22][CH:23]=3)[C:12]=2[CH:11]=1, predict the reactants needed to synthesize it. The reactants are: [CH3:1][O:2][C:3](=[O:24])[CH2:4][CH2:5][CH2:6][CH2:7][CH2:8][O:9][C:10]1[CH:15]=[CH:14][C:13]([NH2:16])=[C:12]([NH:17][C:18]2[CH:23]=[CH:22][CH:21]=[CH:20][CH:19]=2)[CH:11]=1.N[C:26](N)=[O:27]. (3) The reactants are: [H-].[Na+].C(O[C:6](=O)[CH2:7][C@@H:8]([N:10]([CH2:17][C:18]1[CH:23]=[CH:22][CH:21]=[CH:20][CH:19]=1)[CH2:11][C:12]([O:14]CC)=O)C)C.[CH2:25](O)C. Given the product [CH2:17]([N:10]1[CH2:8][C@@H:7]([CH3:6])[CH2:25][C:12](=[O:14])[CH2:11]1)[C:18]1[CH:19]=[CH:20][CH:21]=[CH:22][CH:23]=1, predict the reactants needed to synthesize it. (4) The reactants are: [N:1]1[CH:6]=[CH:5][CH:4]=[CH:3][C:2]=1[CH2:7][O:8][C:9]1[CH:18]=[C:17]([C:19]2[CH:20]=[N:21][CH:22]=[N:23][CH:24]=2)[C:16]2[CH2:15][CH2:14][CH2:13][CH2:12][C:11]=2[N:10]=1.[CH2:25]1COCC1.Cl.O. Given the product [CH3:25][C:6]1[N:1]=[C:2]([CH2:7][O:8][C:9]2[CH:18]=[C:17]([C:19]3[CH:20]=[N:21][CH:22]=[N:23][CH:24]=3)[C:16]3[CH2:15][CH2:14][CH2:13][CH2:12][C:11]=3[N:10]=2)[CH:3]=[CH:4][CH:5]=1, predict the reactants needed to synthesize it. (5) The reactants are: Cl[C:2]1[C:11]2[C:6](=[CH:7][C:8]([O:17][CH2:18][CH:19]3[CH2:23][O:22][C:21]([CH3:25])([CH3:24])[O:20]3)=[C:9]([O:12][CH2:13][CH2:14][O:15][CH3:16])[CH:10]=2)[CH:5]=[C:4]([NH:26][C:27]2[CH:31]=[C:30]([CH3:32])[NH:29][N:28]=2)[N:3]=1. Given the product [CH3:24][C:21]1([CH3:25])[O:20][CH:19]([CH2:18][O:17][C:8]2[CH:7]=[C:6]3[C:11](=[CH:10][C:9]=2[O:12][CH2:13][CH2:14][O:15][CH3:16])[C:2]([O:12][CH:9]([CH3:10])[CH3:8])=[N:3][C:4]([NH:26][C:27]2[CH:31]=[C:30]([CH3:32])[NH:29][N:28]=2)=[CH:5]3)[CH2:23][O:22]1, predict the reactants needed to synthesize it. (6) Given the product [CH2:72]([N:69]1[CH:70]=[CH:71][C:66]([N:10]2[CH2:9][CH2:8][CH:7]([C:1]3[CH:6]=[CH:5][CH:4]=[CH:3][CH:2]=3)[CH2:12][CH2:11]2)=[CH:67][C:68]1=[O:76])[CH2:73][CH2:74][CH3:75], predict the reactants needed to synthesize it. The reactants are: [C:1]1([CH:7]2[CH2:12][CH2:11][NH:10][CH2:9][CH2:8]2)[CH:6]=[CH:5][CH:4]=[CH:3][CH:2]=1.CC(C)([O-])C.[Na+].C1C=CC(P(C2C(C3C(P(C4C=CC=CC=4)C4C=CC=CC=4)=CC=C4C=3C=CC=C4)=C3C(C=CC=C3)=CC=2)C2C=CC=CC=2)=CC=1.Br[C:66]1[CH:71]=[CH:70][N:69]([CH2:72][CH2:73][CH2:74][CH3:75])[C:68](=[O:76])[CH:67]=1. (7) Given the product [N:1]1[C:2]2[C:3]3[CH:13]=[CH:12][CH:11]=[CH:10][C:4]=3[Se:5][C:6]=2[C:7](=[O:8])[NH:9][N:14]=1, predict the reactants needed to synthesize it. The reactants are: [NH2:1][C:2]1[C:3]2[CH:13]=[CH:12][CH:11]=[CH:10][C:4]=2[Se:5][C:6]=1[C:7]([NH2:9])=[O:8].[N:14]([O-])=O.[Na+].